Dataset: Experimentally validated miRNA-target interactions with 360,000+ pairs, plus equal number of negative samples. Task: Binary Classification. Given a miRNA mature sequence and a target amino acid sequence, predict their likelihood of interaction. (1) The miRNA is hsa-miR-4782-5p with sequence UUCUGGAUAUGAAGACAAUCAA. The protein sequence of the target gene is MEVVDETEALQRFFEGHDINGALEPSNIDTSILEEYISKEDASDLCFPDISAPASSASYSHGQPAMPGSSGVHHLSPPGGGPSPGRHGPLPPPGYGTPLNCNNNNGMGAAPKPFPGGTGPPIKAEPKAPYAPGTLPDSPPDSGSEAYSPQQVNEPHLLRTITPETLCHVGVPSRLEHPPPPPAHLPGPPPPPPPPPHYPVLQRDLYMKAEPPIPHYAAMGQGLVPTDLHHTQQSQMLHQLLQQHGAELPTHPSKKRKHSESPPSTLNAQMLNGMIKQEPGTVTALPLHPTRAPSPPWPPQ.... Result: 1 (interaction). (2) The miRNA is hsa-miR-6796-3p with sequence GAAGCUCUCCCCUCCCCGCAG. The protein sequence of the target gene is MVWCLGLAVLSLVISQGADGRGKPEVVSVVGRAGESVVLGCDLLPPAGRPPLHVIEWLRFGFLLPIFIQFGLYSPRIDPDYVGRVRLQKGASLQIEGLRVEDQGWYECRVFFLDQHIPEDDFANGSWVHLTVNSPPQFQETPPAVLEVQELEPVTLRCVARGSPLPHVTWKLRGKDLGQGQGQVQVQNGTLRIRRVERGSSGVYTCQASSTEGSATHATQLLVLGPPVIVVPPKNSTVNASQDVSLACHAEAYPANLTYSWFQDNINVFHISRLQPRVRILVDGSLRLLATQPDDAGCYT.... Result: 0 (no interaction). (3) The miRNA is hsa-miR-124-5p with sequence CGUGUUCACAGCGGACCUUGAU. The protein sequence of the target gene is MAEPRGPVDHGVQIRFITEPVSGAEMGTLRRGGRRPAKDARASTYGVAVRVQGIAGQPFVVLNSGEKGGDSFGVQIKGANDQGASGALSSDLELPENPYSQVKGFPAPSQSSTSDEEPGAYWNGKLLRSHSQASLAGPGPVDPSNRSNSMLELAPKVASPGSTIDTAPLSSVDSLINKFDSQLGGQARGRTGRRTRMLPPEQRKRSKSLDSRLPRDTFEERERQSTNHWTSSTKYDNHVGTSKQPAQSQNLSPLSGFSRSRQTQDWVLQSFEEPRRSAQDPTMLQFKSTPDLLRDQQEAA.... Result: 0 (no interaction). (4) The miRNA is hsa-miR-6719-3p with sequence UCUGACAUCAGUGAUUCUCCUG. The protein sequence of the target gene is MAPLLPIRTLPLILILLALLSPGAADFNISSLSGLLSPALTESLLVALPPCHLTGGNATLMVRRANDSKVVTSSFVVPPCRGRRELVSVVDSGAGFTVTRLSAYQVTNLVPGTKFYISYLVKKGTATESSREIPMSTLPRRNMESIGLGMARTGGMVVITVLLSVAMFLLVLGFIIALALGSRK. Result: 0 (no interaction). (5) The miRNA is hsa-miR-181b-5p with sequence AACAUUCAUUGCUGUCGGUGGGU. The protein sequence of the target gene is MRGRRGRPPKQPAAPAAERCAPAPPPPPPPPTSGPIGGLRSRHRGSSRGRWAAAQAEVAPKTRLSSPRGGSSSRRKPPPPPPAPPSTSAPGRGGRGGGGGRTGGGGGGGHLARTTAARRAVNKVVYDDHESEEEEEEEDMVSEEEEEEDGDAEETQDSEDDEEDEMEEDDDDSDYPEEMEDDDDDASYCTESSFRSHSTYSSTPGRRKPRVHRPRSPILEEKDIPPLEFPKSSEDLMVPNEHIMNVIAIYEVLRNFGTVLRLSPFRFEDFCAALVSQEQCTLMAEMHVVLLKAVLREEDT.... Result: 1 (interaction). (6) Result: 0 (no interaction). The protein sequence of the target gene is MIIKEYRIPLPMTVEEYRIAQLYMIQKKSRNETYGEGSGVEILENRPYTDGPGGSGQYTHKVYHVGMHIPSWFRSILPKAALRVVEESWNAYPYTRTRFTCPFVEKFSIDIETFYKTDAGENPDVFNLSPVEKNQLTIDFIDIVKDPVPHNEYKTEEDPKLFQSTKTQRGPLSENWIEEYKKQVFPIMCAYKLCKVEFRYWGMQSKIERFIHDTGLRRVMVRAHRQAWCWQDEWYGLSMENIRELEKEAQLMLSRKMAQFNEDGEEATELVKHEAVSDQTSGEPPEPSSSNGEPLVGRGL.... The miRNA is mmu-miR-568 with sequence AUGUAUAAAUGUAUACACAC. (7) The protein sequence of the target gene is MGNRVCCGGSWSCPSTFQKKKKTGSQTRRTLKPQPQQLQQNLPKGHETTGHTYERVLQQQGSQERSPGLMSEDSNLHYADIQVCSRPHAREVKHVHLENATEYATLRFPQATPRYDSKNGTLV. The miRNA is mmu-miR-206-3p with sequence UGGAAUGUAAGGAAGUGUGUGG. Result: 0 (no interaction). (8) The miRNA is hsa-miR-675-5p with sequence UGGUGCGGAGAGGGCCCACAGUG. The protein sequence of the target gene is MAVARHGYRPWGSILGLLGLALAAAAAWDVASLRCTFGSFCECDFWPDLPGLECDLAQHLAGQHLAKALVVKSLKAFVQDPAPSKPLVLSLHGWTGTGKSYVSSLLAQHLFRDGLRSPHVHHFSPIIHFPHPSRTEQYKKELKSWVQGNLTACGRSLFLFDEMDKLPPGLMEVLQPFLGPSWVVYGTNYRKAIFIFISNAGGEQINQVALEAWRSHRDREEISLQEVEPVISRAVMDNPQHGFWRSGIMEEHLLDAVVPFLPLQRHHVRHCVLNELAQLGLEPSEEVVQAVLDSTTYFPE.... Result: 0 (no interaction). (9) The protein sequence of the target gene is MRLDRRALYALVLLLACASLGLLYSSTRNAPSLPNPLALWSPPQGPPRLDLLDLAPEPRYAHIPVRIKEQVVGLLAQNNCSCESKGGSLPLPFLRQVRAVDLTKAFDAEELRAVSVAREQEYQAFLARSRSLADQLLIAPANSPLQYPLQGVEVQPLRSILVPGLSLQEASVQEIYQVNLSASLGTWDVAGEVTGVTLTGEGQPDLTLASPVLDKLNRQLQLVTYSSRSYQANTADTVRFSTKGHEVAFTILVRHPPNPRLYPPSSLPQGAEYNISALVTIATKTFLRYDRLRTLIASIR.... The miRNA is mmu-miR-3967 with sequence AGCUUGUCUGACUGAUGUUG. Result: 0 (no interaction).